Dataset: Reaction yield outcomes from USPTO patents with 853,638 reactions. Task: Predict the reaction yield, written as a fraction of the theoretical maximum amount of product (1.0 means a 100% yield; for example, 0.34 means a 34% yield). (1) The reactants are [C:1]([C:3]1[CH:4]=[C:5]([CH:10]=[CH:11][C:12]=1[OH:13])[C:6]([O:8][CH3:9])=[O:7])#[N:2].[BH4-].[Na+].[CH2:16]1[CH2:20]OC[CH2:17]1.CO. No catalyst specified. The product is [C:1]([C:3]1[CH:4]=[C:5]([CH:10]=[CH:11][C:12]=1[O:13][CH:16]([CH3:20])[CH3:17])[C:6]([O:8][CH3:9])=[O:7])#[N:2]. The yield is 0.990. (2) The reactants are [NH:1]1[C:5]2[CH:6]=[CH:7][CH:8]=[CH:9][C:4]=2[N:3]=[C:2]1[C:10]([N:12]1[CH2:15][CH:14]([C:16]2[C:21](Br)=[CH:20][N:19]=[C:18]([Cl:23])[N:17]=2)[CH2:13]1)=[O:11].C([O-])([O-])=O.[Na+].[Na+].[C:30]1(B(O)O)[CH:35]=[CH:34][CH:33]=[CH:32][CH:31]=1. The yield is 0.530. The product is [NH:1]1[C:5]2[CH:6]=[CH:7][CH:8]=[CH:9][C:4]=2[N:3]=[C:2]1[C:10]([N:12]1[CH2:15][CH:14]([C:16]2[C:21]([C:30]3[CH:35]=[CH:34][CH:33]=[CH:32][CH:31]=3)=[CH:20][N:19]=[C:18]([Cl:23])[N:17]=2)[CH2:13]1)=[O:11]. The catalyst is O1CCOCC1.C1C=CC(P(C2C=CC=CC=2)[C-]2C=CC=C2)=CC=1.C1C=CC(P(C2C=CC=CC=2)[C-]2C=CC=C2)=CC=1.Cl[Pd]Cl.[Fe+2]. (3) The reactants are C([O:3][C:4]([C:6]1[S:10][CH:9]=[N:8][C:7]=1[C:11]1[CH:16]=[CH:15][CH:14]=[CH:13][C:12]=1[O:17][CH3:18])=[O:5])C.[OH-].[Na+]. The catalyst is C(O)C. The product is [CH3:18][O:17][C:12]1[CH:13]=[CH:14][CH:15]=[CH:16][C:11]=1[C:7]1[N:8]=[CH:9][S:10][C:6]=1[C:4]([OH:5])=[O:3]. The yield is 0.410. (4) The reactants are [Br:1][C:2]1[CH:3]=[C:4]([CH:8]2[CH2:13][CH2:12][NH:11][CH2:10][CH:9]2[OH:14])[CH:5]=[CH:6][CH:7]=1.C(N(CC)CC)C.[C:22](O[C:22]([O:24][C:25]([CH3:28])([CH3:27])[CH3:26])=[O:23])([O:24][C:25]([CH3:28])([CH3:27])[CH3:26])=[O:23]. The catalyst is CN(C)C=O. The product is [Br:1][C:2]1[CH:3]=[C:4]([CH:8]2[CH2:13][CH2:12][N:11]([C:22]([O:24][C:25]([CH3:28])([CH3:27])[CH3:26])=[O:23])[CH2:10][CH:9]2[OH:14])[CH:5]=[CH:6][CH:7]=1. The yield is 0.920. (5) The reactants are [CH3:1][S:2]([C:5]1[CH:10]=[CH:9][C:8]([OH:11])=[CH:7][CH:6]=1)(=[O:4])=[O:3].C([O-])([O-])=O.[Cs+].[Cs+].[Br:18][CH2:19][CH2:20]Br. The catalyst is CC#N. The product is [CH3:1][S:2]([C:5]1[CH:10]=[CH:9][C:8]([O:11][CH2:20][CH2:19][Br:18])=[CH:7][CH:6]=1)(=[O:3])=[O:4]. The yield is 0.530. (6) The yield is 0.920. The reactants are [C:1]([C:3]1[CH:10]=[CH:9][C:6]([CH:7]=O)=[CH:5][CH:4]=1)#[CH:2].[CH3:11][NH:12][CH3:13].[BH-](OC(C)=O)(OC(C)=O)OC(C)=O.[Na+]. The product is [C:1]([C:3]1[CH:10]=[CH:9][C:6]([CH2:7][N:12]([CH3:13])[CH3:11])=[CH:5][CH:4]=1)#[CH:2]. The catalyst is C(O)(=O)C.ClCCCl. (7) The reactants are Br[C:2]1[C:3]2[C:8]([C:9](Br)=[C:10]3[C:15]=1[CH:14]=[CH:13][CH:12]=[CH:11]3)=[CH:7][CH:6]=[CH:5][CH:4]=2.[C:17]1([NH:23][C:24]2[CH:25]=[CH:26][C:27]3[N:28]([C:37]4[CH:42]=[CH:41][CH:40]=[CH:39][CH:38]=4)[C:29]4[C:34]([C:35]=3[CH:36]=2)=[CH:33][CH:32]=[CH:31][CH:30]=4)[CH:22]=[CH:21][CH:20]=[CH:19][CH:18]=1.[CH3:43][C:44]([CH3:47])([O-])[CH3:45].[Na+].C(P([C:58]([CH3:61])([CH3:60])C)C(C)(C)C)(C)(C)C. The catalyst is C1C=CC(/C=C/C(/C=C/C2C=CC=CC=2)=O)=CC=1.C1C=CC(/C=C/C(/C=C/C2C=CC=CC=2)=O)=CC=1.[Pd].C1(C)C=CC=CC=1. The product is [C:17]1([N:23]([C:2]2[C:3]3[C:8]([C:9]([N:23]([C:24]4[CH:36]=[CH:35][C:43]5[N:28]([C:60]6[CH:58]=[CH:61][CH:27]=[CH:26][CH:25]=6)[C:29]6[C:45]([C:44]=5[CH:47]=4)=[CH:33][CH:32]=[CH:31][CH:30]=6)[C:17]4[CH:22]=[CH:21][CH:20]=[CH:19][CH:18]=4)=[C:10]4[C:15]=2[CH:14]=[CH:13][CH:12]=[CH:11]4)=[CH:7][CH:6]=[CH:5][CH:4]=3)[C:24]2[CH:25]=[CH:26][C:27]3[N:28]([C:37]4[CH:38]=[CH:39][CH:40]=[CH:41][CH:42]=4)[C:29]4[C:34]([C:35]=3[CH:36]=2)=[CH:33][CH:32]=[CH:31][CH:30]=4)[CH:18]=[CH:19][CH:20]=[CH:21][CH:22]=1. The yield is 0.670.